Dataset: Full USPTO retrosynthesis dataset with 1.9M reactions from patents (1976-2016). Task: Predict the reactants needed to synthesize the given product. (1) The reactants are: [C:1]([C:5]1[CH:9]=[C:8]([NH2:10])[N:7]([C:11]2[CH:16]=[CH:15][CH:14]=[C:13]([C:17]([F:20])([F:19])[F:18])[CH:12]=2)[N:6]=1)([CH3:4])([CH3:3])[CH3:2].Cl[C:22]([O:24][C:25]1[CH:30]=[CH:29][CH:28]=[CH:27][CH:26]=1)=[O:23]. Given the product [C:1]([C:5]1[CH:9]=[C:8]([NH:10][C:22](=[O:23])[O:24][C:25]2[CH:30]=[CH:29][CH:28]=[CH:27][CH:26]=2)[N:7]([C:11]2[CH:16]=[CH:15][CH:14]=[C:13]([C:17]([F:19])([F:20])[F:18])[CH:12]=2)[N:6]=1)([CH3:4])([CH3:2])[CH3:3], predict the reactants needed to synthesize it. (2) Given the product [NH2:14][C:15]1[CH2:16][C:17]([C:27](=[O:28])[N:29]([CH2:33][CH2:34][CH3:35])[CH2:30][CH2:31][CH3:32])=[CH:18][C:19]2[CH:25]=[CH:24][C:23]([C:8]3[CH:9]=[CH:10][C:5]([CH2:3][C:36]([O:37][CH2:3][C:5]4[CH:10]=[CH:9][CH:8]=[CH:7][CH:6]=4)=[O:39])=[CH:6][CH:7]=3)=[CH:22][C:20]=2[N:21]=1, predict the reactants needed to synthesize it. The reactants are: CO[C:3]([C:5]1[CH:10]=[CH:9][C:8](B(O)O)=[CH:7][CH:6]=1)=O.[NH2:14][C:15]1[CH2:16][C:17]([C:27]([N:29]([CH2:33][CH2:34][CH3:35])[CH2:30][CH2:31][CH3:32])=[O:28])=[CH:18][C:19]2[CH:25]=[CH:24][C:23](Br)=[CH:22][C:20]=2[N:21]=1.[C:36](=[O:39])([O-])[O-:37].[K+].[K+].